From a dataset of Catalyst prediction with 721,799 reactions and 888 catalyst types from USPTO. Predict which catalyst facilitates the given reaction. (1) Reactant: Cl.[CH3:2][C:3]1([CH3:22])[C:7]([CH3:9])([CH3:8])[O:6][B:5]([C:10]2[CH:15]=[CH:14][C:13]([N:16]3[CH2:21][CH2:20][NH:19][CH2:18][CH2:17]3)=[CH:12][CH:11]=2)[O:4]1.C(=O)([O-])[O-].[Cs+].[Cs+].[C:29](Cl)(=[O:31])[CH3:30]. Product: [CH3:9][C:7]1([CH3:8])[C:3]([CH3:22])([CH3:2])[O:4][B:5]([C:10]2[CH:11]=[CH:12][C:13]([N:16]3[CH2:17][CH2:18][N:19]([C:29](=[O:31])[CH3:30])[CH2:20][CH2:21]3)=[CH:14][CH:15]=2)[O:6]1. The catalyst class is: 1. (2) Reactant: [Si]([O:8][C@H:9]([C:37]1[CH:42]=[CH:41][C:40]([F:43])=[CH:39][CH:38]=1)[CH2:10][CH2:11][C@@H:12]1[C@@H:15]([C:16]2[CH:21]=[CH:20][C:19]([C:22]3[CH:27]=[CH:26][CH:25]=[C:24]([OH:28])[CH:23]=3)=[CH:18][C:17]=2[OH:29])[N:14]([C:30]2[CH:35]=[CH:34][CH:33]=[CH:32][CH:31]=2)[C:13]1=[O:36])(C(C)(C)C)(C)C.F. Product: [OH:29][C:17]1[CH:18]=[C:19]([C:22]2[CH:27]=[CH:26][CH:25]=[C:24]([OH:28])[CH:23]=2)[CH:20]=[CH:21][C:16]=1[C@H:15]1[N:14]([C:30]2[CH:31]=[CH:32][CH:33]=[CH:34][CH:35]=2)[C:13](=[O:36])[C@@H:12]1[CH2:11][CH2:10][C@@H:9]([C:37]1[CH:42]=[CH:41][C:40]([F:43])=[CH:39][CH:38]=1)[OH:8]. The catalyst class is: 10. (3) Reactant: [OH:1][C:2]1[CH:7]=[CH:6][C:5]([O:8][CH3:9])=[CH:4][C:3]=1[C:10](=[O:12])[CH3:11].O=[C:14]1[CH2:19][CH2:18][N:17]([C:20]([O:22][C:23]([CH3:26])([CH3:25])[CH3:24])=[O:21])[CH2:16][CH2:15]1.N1CCCC1. Product: [C:20]([N:17]1[CH2:16][CH2:15][C:14]2([CH2:11][C:10](=[O:12])[C:3]3[C:2](=[CH:7][CH:6]=[C:5]([O:8][CH3:9])[CH:4]=3)[O:1]2)[CH2:19][CH2:18]1)([O:22][C:23]([CH3:26])([CH3:25])[CH3:24])=[O:21]. The catalyst class is: 11. (4) Reactant: C[O:2][C:3](=[O:29])[C:4]1[CH:9]=[CH:8][C:7]([NH:10][C:11](=[O:28])[CH:12]([NH:16][C:17](=[O:27])[CH2:18][C:19]2[CH:24]=[C:23]([F:25])[CH:22]=[C:21]([F:26])[CH:20]=2)[CH2:13][CH2:14][CH3:15])=[N:6][CH:5]=1.CC(C[AlH]CC(C)C)C. Product: [F:25][C:23]1[CH:24]=[C:19]([CH2:18][C:17]([NH:16][CH:12]([CH2:13][CH2:14][CH3:15])[C:11]([NH:10][C:7]2[CH:8]=[CH:9][C:4]([C:3]([OH:29])=[O:2])=[CH:5][N:6]=2)=[O:28])=[O:27])[CH:20]=[C:21]([F:26])[CH:22]=1. The catalyst class is: 359. (5) Reactant: C([O:4][CH2:5][C:6]([CH3:45])([CH3:44])[CH2:7][N:8]1[C:14]2[CH:15]=[CH:16][C:17]([Cl:19])=[CH:18][C:13]=2[C@@H:12]([C:20]2[CH:25]=[CH:24][CH:23]=[C:22]([O:26][CH3:27])[C:21]=2[O:28][CH3:29])[O:11][C@H:10]([CH2:30][CH:31]([O:35][Si](C(C)(C)C)(C)C)[C:32]([NH2:34])=[S:33])[C:9]1=[O:43])(=O)C.Cl[CH2:47][C:48](=O)[CH2:49][C:50]([O:52][CH2:53][CH3:54])=[O:51].O. Product: [Cl:19][C:17]1[CH:16]=[CH:15][C:14]2[N:8]([CH2:7][C:6]([CH3:44])([CH3:45])[CH2:5][OH:4])[C:9](=[O:43])[C@@H:10]([CH2:30][CH:31]([C:32]3[S:33][CH:47]=[C:48]([CH2:49][C:50]([O:52][CH2:53][CH3:54])=[O:51])[N:34]=3)[OH:35])[O:11][C@H:12]([C:20]3[CH:25]=[CH:24][CH:23]=[C:22]([O:26][CH3:27])[C:21]=3[O:28][CH3:29])[C:13]=2[CH:18]=1. The catalyst class is: 8. (6) Reactant: [F:1][C:2]1[CH:3]=[C:4]([C@:15]([NH:30][C:31]([NH:33][C:34]2([CH2:37]O)[CH2:36][CH2:35]2)=[O:32])([C:23]2[CH:28]=[CH:27][C:26]([F:29])=[CH:25][CH:24]=2)[CH2:16][C:17]2[CH:22]=[CH:21][CH:20]=[CH:19][CH:18]=2)[CH:5]=[C:6]([O:8][C:9]([F:14])([F:13])[CH:10]([F:12])[F:11])[CH:7]=1.C1C=CC(P(C2C=CC=CC=2)C2C=CC=CC=2)=CC=1.C(Br)(Br)(Br)[Br:59]. Product: [Br:59][CH2:37][C:34]1([NH:33][C:31]([NH:30][C@@:15]([C:4]2[CH:5]=[C:6]([O:8][C:9]([F:14])([F:13])[CH:10]([F:12])[F:11])[CH:7]=[C:2]([F:1])[CH:3]=2)([C:23]2[CH:28]=[CH:27][C:26]([F:29])=[CH:25][CH:24]=2)[CH2:16][C:17]2[CH:22]=[CH:21][CH:20]=[CH:19][CH:18]=2)=[O:32])[CH2:36][CH2:35]1. The catalyst class is: 28. (7) Reactant: Cl[C:2]1[CH:3]=[CH:4][C:5]2[N:6]([C:8]([C:11]3[CH:16]=[CH:15][CH:14]=[C:13]([O:17][C:18]([F:21])([F:20])[F:19])[CH:12]=3)=[CH:9][N:10]=2)[N:7]=1.[CH3:22][N:23]1[CH2:28][CH2:27][CH:26]([CH2:29][OH:30])[CH2:25][CH2:24]1.CC([O-])(C)C.[Na+]. Product: [CH3:22][N:23]1[CH2:28][CH2:27][CH:26]([CH2:29][O:30][C:2]2[CH:3]=[CH:4][C:5]3[N:6]([C:8]([C:11]4[CH:16]=[CH:15][CH:14]=[C:13]([O:17][C:18]([F:21])([F:20])[F:19])[CH:12]=4)=[CH:9][N:10]=3)[N:7]=2)[CH2:25][CH2:24]1. The catalyst class is: 187. (8) Reactant: [OH:1][N:2]1[C:6](=[O:7])[CH2:5][CH2:4][C:3]1=[O:8].[C:9]([O:13][C:14]([N:16](C)[C@H:17]([C:19]([OH:21])=O)[CH3:18])=[O:15])([CH3:12])([CH3:11])[CH3:10].[CH3:23]N(C)CCCN=C=NCC. Product: [O:8]=[C:3]1[CH2:4][CH2:5][C:6](=[O:7])[N:2]1[O:1][C:19](=[O:21])[C:17]([NH:16][C:14]([O:13][C:9]([CH3:10])([CH3:11])[CH3:12])=[O:15])([CH3:18])[CH3:23]. The catalyst class is: 4. (9) Reactant: [Br:1][C:2]1[N:7]=[C:6]([NH2:8])[CH:5]=[CH:4][CH:3]=1.C(N(CC)CC)C.[C:16](Cl)(=[O:18])[CH3:17]. Product: [Br:1][C:2]1[N:7]=[C:6]([NH:8][C:16](=[O:18])[CH3:17])[CH:5]=[CH:4][CH:3]=1. The catalyst class is: 2. (10) Reactant: [CH3:1][CH:2]([CH2:7][N:8]1[CH2:12][CH2:11][CH2:10][CH2:9]1)[CH2:3][C:4]([OH:6])=[O:5].C1N=CN(C(N2C=NC=C2)=O)C=1.Cl.[F:26][C:27]1[C:31]([C:32]2[CH:33]=[N:34][C:35]([O:38][CH3:39])=[CH:36][CH:37]=2)=[N:30][NH:29][C:28]=1[NH2:40].CCN(CC)CC. Product: [CH:4]([OH:6])=[O:5].[F:26][C:27]1[C:31]([C:32]2[CH:33]=[N:34][C:35]([O:38][CH3:39])=[CH:36][CH:37]=2)=[N:30][NH:29][C:28]=1[NH:40][C:4](=[O:6])[CH2:3][CH:2]([CH3:1])[CH2:7][N:8]1[CH2:12][CH2:11][CH2:10][CH2:9]1. The catalyst class is: 26.